This data is from Catalyst prediction with 721,799 reactions and 888 catalyst types from USPTO. The task is: Predict which catalyst facilitates the given reaction. (1) Reactant: [F:1][C:2]([F:13])([F:12])[C:3]1[CH:8]=[CH:7][C:6]([C:9](Cl)=[O:10])=[CH:5][CH:4]=1.[NH2:14][C:15]1[CH:20]=[CH:19][C:18]([C:21]2[C:29]3[C:24](=[N:25][CH:26]=[N:27][C:28]=3[NH2:30])[N:23]([C@H:31]3[CH2:36][CH2:35][C@H:34]([N:37]4[CH2:42][CH2:41][N:40]([CH3:43])[CH2:39][CH2:38]4)[CH2:33][CH2:32]3)[N:22]=2)=[CH:17][C:16]=1[O:44][CH3:45]. Product: [NH2:30][C:28]1[N:27]=[CH:26][N:25]=[C:24]2[N:23]([C@H:31]3[CH2:36][CH2:35][C@H:34]([N:37]4[CH2:38][CH2:39][N:40]([CH3:43])[CH2:41][CH2:42]4)[CH2:33][CH2:32]3)[N:22]=[C:21]([C:18]3[CH:19]=[CH:20][C:15]([NH:14][C:9](=[O:10])[C:6]4[CH:7]=[CH:8][C:3]([C:2]([F:13])([F:12])[F:1])=[CH:4][CH:5]=4)=[C:16]([O:44][CH3:45])[CH:17]=3)[C:29]=12. The catalyst class is: 17. (2) Reactant: Br[C:2]1[CH:3]=[N:4][CH:5]=[C:6]([CH:24]=1)[C:7]([NH:9][CH2:10][CH:11]([OH:23])[CH2:12][N:13]1[CH2:22][CH2:21][C:20]2[C:15](=[CH:16][CH:17]=[CH:18][CH:19]=2)[CH2:14]1)=[O:8].[O:25]1[CH2:30][CH2:29][CH:28]([NH2:31])[CH2:27][CH2:26]1.CC([O-])(C)C.[Na+].C1C=CC(P(C2C(C3C(P(C4C=CC=CC=4)C4C=CC=CC=4)=CC=C4C=3C=CC=C4)=C3C(C=CC=C3)=CC=2)C2C=CC=CC=2)=CC=1. Product: [CH2:14]1[C:15]2[C:20](=[CH:19][CH:18]=[CH:17][CH:16]=2)[CH2:21][CH2:22][N:13]1[CH2:12][CH:11]([OH:23])[CH2:10][NH:9][C:7](=[O:8])[C:6]1[CH:24]=[C:2]([NH:31][CH:28]2[CH2:29][CH2:30][O:25][CH2:26][CH2:27]2)[CH:3]=[N:4][CH:5]=1. The catalyst class is: 62.